From a dataset of Catalyst prediction with 721,799 reactions and 888 catalyst types from USPTO. Predict which catalyst facilitates the given reaction. (1) Reactant: ClC1C=C(C=CC=1)C(OO)=[O:6].[CH3:12][CH:13]([CH3:33])[CH2:14][N:15]1[C:27]2[C:26]3[N:25]=[CH:24][CH:23]=[CH:22][C:21]=3[N:20]=[CH:19][C:18]=2[N:17]=[C:16]1[NH:28][C:29](=[O:32])[O:30][CH3:31]. Product: [CH3:12][CH:13]([CH3:33])[CH2:14][N:15]1[C:27]2[C:26]3[N:25]=[CH:24][CH:23]=[CH:22][C:21]=3[N+:20]([O-:6])=[CH:19][C:18]=2[N:17]=[C:16]1[NH:28][C:29](=[O:32])[O:30][CH3:31]. The catalyst class is: 4. (2) Reactant: [C:1]([O:5][C:6]([N:8]1[CH2:13][CH2:12][CH:11]([CH2:14][CH2:15][NH2:16])[CH2:10][CH2:9]1)=[O:7])([CH3:4])([CH3:3])[CH3:2].[CH:17]1([NH:20][C:21]([C:23]2[C:31]3[CH:30]=[C:29]([C:32]4[C:37]([CH3:38])=[CH:36][N:35]=[C:34](Cl)[N:33]=4)[S:28][C:27]=3[CH:26]=[CH:25][CH:24]=2)=[O:22])[CH2:19][CH2:18]1.C(N(C(C)C)CC)(C)C. Product: [C:1]([O:5][C:6]([N:8]1[CH2:13][CH2:12][CH:11]([CH2:14][CH2:15][NH:16][C:34]2[N:33]=[C:32]([C:29]3[S:28][C:27]4[CH:26]=[CH:25][CH:24]=[C:23]([C:21](=[O:22])[NH:20][CH:17]5[CH2:19][CH2:18]5)[C:31]=4[CH:30]=3)[C:37]([CH3:38])=[CH:36][N:35]=2)[CH2:10][CH2:9]1)=[O:7])([CH3:4])([CH3:3])[CH3:2]. The catalyst class is: 12.